This data is from Peptide-MHC class II binding affinity with 134,281 pairs from IEDB. The task is: Regression. Given a peptide amino acid sequence and an MHC pseudo amino acid sequence, predict their binding affinity value. This is MHC class II binding data. (1) The binding affinity (normalized) is 0.444. The peptide sequence is RKLTELNAELSDK. The MHC is HLA-DPA10301-DPB10402 with pseudo-sequence HLA-DPA10301-DPB10402. (2) The peptide sequence is IVEFAKLAKQFEERDAVLLG. The MHC is DRB1_0301 with pseudo-sequence DRB1_0301. The binding affinity (normalized) is 0. (3) The peptide sequence is KLMNSPEFHLVFGNC. The MHC is DRB1_1302 with pseudo-sequence DRB1_1302. The binding affinity (normalized) is 0.381. (4) The peptide sequence is IALKESWGAIWRIDT. The MHC is DRB1_0301 with pseudo-sequence DRB1_0301. The binding affinity (normalized) is 0.201.